This data is from Full USPTO retrosynthesis dataset with 1.9M reactions from patents (1976-2016). The task is: Predict the reactants needed to synthesize the given product. Given the product [CH3:4][S:1]([O:6][C@H:7]1[CH2:8][CH2:9][C@H:10]([N:13]2[CH2:18][CH2:17][N:16]([CH3:19])[C:15](=[O:20])[CH2:14]2)[CH2:11][CH2:12]1)(=[O:3])=[O:2], predict the reactants needed to synthesize it. The reactants are: [S:1](Cl)([CH3:4])(=[O:3])=[O:2].[OH:6][C@H:7]1[CH2:12][CH2:11][C@H:10]([N:13]2[CH2:18][CH2:17][N:16]([CH3:19])[C:15](=[O:20])[CH2:14]2)[CH2:9][CH2:8]1.C(N(CC)CC)C.